Dataset: Reaction yield outcomes from USPTO patents with 853,638 reactions. Task: Predict the reaction yield, written as a fraction of the theoretical maximum amount of product (1.0 means a 100% yield; for example, 0.34 means a 34% yield). The reactants are [Br:1][C:2]1[CH:3]=[C:4]([CH:8]([NH2:12])[CH2:9][CH2:10][CH3:11])[CH:5]=[N:6][CH:7]=1.C(N(C(C)C)CC)(C)C.[Cl:22][C:23]1[CH:28]=[CH:27][C:26]([N:29]2[C:33]([CH3:34])=[C:32]([C:35](Cl)=[O:36])[CH:31]=[N:30]2)=[CH:25][CH:24]=1. The catalyst is CN(C1C=CN=CC=1)C.C(Cl)Cl. The product is [Br:1][C:2]1[CH:3]=[C:4]([CH:8]([NH:12][C:35]([C:32]2[CH:31]=[N:30][N:29]([C:26]3[CH:27]=[CH:28][C:23]([Cl:22])=[CH:24][CH:25]=3)[C:33]=2[CH3:34])=[O:36])[CH2:9][CH2:10][CH3:11])[CH:5]=[N:6][CH:7]=1. The yield is 0.780.